The task is: Predict the reactants needed to synthesize the given product.. This data is from Full USPTO retrosynthesis dataset with 1.9M reactions from patents (1976-2016). (1) Given the product [C:35]([OH:42])(=[O:41])[CH2:36][CH2:37][C:38]([OH:40])=[O:39].[Cl:1][C:2]1[CH:12]=[CH:11][C:5]2[CH2:6][CH2:7][NH:8][CH2:9][CH2:10][C:4]=2[C:3]=1[NH:13][CH2:14][C:15]1[CH:16]=[CH:17][C:18]([C:21]2[N:22]=[C:23]([NH:26][C:27]([CH:29]3[CH2:31][CH2:30]3)=[O:28])[S:24][CH:25]=2)=[CH:19][CH:20]=1, predict the reactants needed to synthesize it. The reactants are: [Cl:1][C:2]1[CH:12]=[CH:11][C:5]2[CH2:6][CH2:7][NH:8][CH2:9][CH2:10][C:4]=2[C:3]=1[NH:13][CH2:14][C:15]1[CH:20]=[CH:19][C:18]([C:21]2[N:22]=[C:23]([NH:26][C:27]([CH:29]3[CH2:31][CH2:30]3)=[O:28])[S:24][CH:25]=2)=[CH:17][CH:16]=1.ClCCl.[C:35]([OH:42])(=[O:41])[CH2:36][CH2:37][C:38]([OH:40])=[O:39]. (2) Given the product [C:1]([O:20][CH2:21][CH3:22])(=[O:19])[CH2:2][CH2:3][CH2:4][CH2:5][CH2:6][CH2:7][CH2:8]/[CH:9]=[CH:10]\[CH2:11][CH2:12][CH2:13][CH2:14][CH2:15][CH2:16][CH2:17][CH3:18], predict the reactants needed to synthesize it. The reactants are: [C:1]([OH:20])(=[O:19])[CH2:2][CH2:3][CH2:4][CH2:5][CH2:6][CH2:7][CH2:8]/[CH:9]=[CH:10]\[CH2:11][CH2:12][CH2:13][CH2:14][CH2:15][CH2:16][CH2:17][CH3:18].[C:21](Cl)(=O)[C:22](Cl)=O.C(O)C.N1C=CC=CC=1. (3) The reactants are: [CH:1]1([N:6]2[C:10]([NH2:11])=[C:9]([C:12]([O:14]N3C4=NC=CC=C4N=N3)=O)[C:8]([CH2:24][CH3:25])=[N:7]2)[CH2:5][CH2:4][CH2:3][CH2:2]1.Cl.[NH2:27][CH2:28][C:29]([C:31]1[CH:36]=[CH:35][C:34]([O:37][CH3:38])=[C:33]([O:39][CH3:40])[CH:32]=1)=[O:30].CCN(C(C)C)C(C)C. Given the product [NH2:11][C:10]1[N:6]([CH:1]2[CH2:2][CH2:3][CH2:4][CH2:5]2)[N:7]=[C:8]([CH2:24][CH3:25])[C:9]=1[C:12]([NH:27][CH2:28][C:29]([C:31]1[CH:36]=[CH:35][C:34]([O:37][CH3:38])=[C:33]([O:39][CH3:40])[CH:32]=1)=[O:30])=[O:14], predict the reactants needed to synthesize it. (4) Given the product [Cl:31][C:32]1[CH:33]=[C:34]([CH:35]=[CH:36][C:37]=1[Cl:38])[O:39][C:11]1[N:12]=[C:13]([O:27][CH2:28][CH2:29][CH3:30])[C:14]2[N:19]=[C:18]([C:20]3[CH:25]=[CH:24][CH:23]=[C:22]([CH3:26])[CH:21]=3)[O:17][C:15]=2[N:16]=1, predict the reactants needed to synthesize it. The reactants are: C(=O)([O-])[O-].[Cs+].[Cs+].CS([C:11]1[N:12]=[C:13]([O:27][CH2:28][CH2:29][CH3:30])[C:14]2[N:19]=[C:18]([C:20]3[CH:25]=[CH:24][CH:23]=[C:22]([CH3:26])[CH:21]=3)[O:17][C:15]=2[N:16]=1)(=O)=O.[Cl:31][C:32]1[CH:33]=[C:34]([OH:39])[CH:35]=[CH:36][C:37]=1[Cl:38]. (5) The reactants are: [H-].[Na+].[C:3]([N:10]1[CH2:15][CH2:14][CH:13]([OH:16])[CH2:12][CH2:11]1)([O:5][C:6]([CH3:9])([CH3:8])[CH3:7])=[O:4].[Br:17][C:18]1[CH:19]=[C:20]([Cl:25])[C:21](Cl)=[N:22][CH:23]=1. Given the product [Br:17][C:18]1[CH:19]=[C:20]([Cl:25])[C:21]([O:16][CH:13]2[CH2:14][CH2:15][N:10]([C:3]([O:5][C:6]([CH3:9])([CH3:8])[CH3:7])=[O:4])[CH2:11][CH2:12]2)=[N:22][CH:23]=1, predict the reactants needed to synthesize it.